This data is from Forward reaction prediction with 1.9M reactions from USPTO patents (1976-2016). The task is: Predict the product of the given reaction. (1) Given the reactants [Cl:1][C:2]1[CH:7]=[CH:6][C:5]([NH:8][C:9]([C:17]2[N:21]3[CH:22]=[CH:23][CH:24]=[CH:25][C:20]3=[N:19][C:18]=2[C:26]2[CH:31]=[C:30]([Cl:32])[CH:29]=[CH:28][C:27]=2[Cl:33])=[N:10][CH2:11][CH:12](OC)OC)=[CH:4][CH:3]=1, predict the reaction product. The product is: [Cl:1][C:2]1[CH:7]=[CH:6][C:5]([N:8]2[CH:12]=[CH:11][N:10]=[C:9]2[C:17]2[N:21]3[CH:22]=[CH:23][CH:24]=[CH:25][C:20]3=[N:19][C:18]=2[C:26]2[CH:31]=[C:30]([Cl:32])[CH:29]=[CH:28][C:27]=2[Cl:33])=[CH:4][CH:3]=1. (2) Given the reactants [Cl:1][C:2]1[CH:10]=[CH:9][C:8]([N:11]2[CH:15]=[CH:14][CH:13]=[CH:12]2)=[CH:7][C:3]=1[C:4]([NH2:6])=[O:5].[C:16](Cl)(=[O:20])C(Cl)=O.[I:22][CH2:23][CH2:24][CH2:25][S:26]([C:29]1[CH:38]=[CH:37][C:32]2[N:33]=[C:34]([NH2:36])[S:35][C:31]=2[CH:30]=1)(=[O:28])=[O:27], predict the reaction product. The product is: [Cl:1][C:2]1[CH:10]=[CH:9][C:8]([N:11]2[CH:15]=[CH:14][CH:13]=[CH:12]2)=[CH:7][C:3]=1[C:4]([NH:6][C:16](=[O:20])[NH:36][C:34]1[S:35][C:31]2[CH:30]=[C:29]([S:26]([CH2:25][CH2:24][CH2:23][I:22])(=[O:27])=[O:28])[CH:38]=[CH:37][C:32]=2[N:33]=1)=[O:5].